The task is: Predict which catalyst facilitates the given reaction.. This data is from Catalyst prediction with 721,799 reactions and 888 catalyst types from USPTO. Product: [C:1]([C:3]1[CH:4]=[CH:5][C:6]([N:9]2[C:13]([I:14])=[CH:12][C:11]([C:15]3[CH:24]=[CH:23][C:18]([C:19]([O:21][CH3:22])=[O:20])=[CH:17][CH:16]=3)=[N:10]2)=[CH:7][CH:8]=1)(=[O:26])[NH2:2]. The catalyst class is: 67. Reactant: [C:1]([C:3]1[CH:8]=[CH:7][C:6]([N:9]2[C:13]([I:14])=[CH:12][C:11]([C:15]3[CH:24]=[CH:23][C:18]([C:19]([O:21][CH3:22])=[O:20])=[CH:17][CH:16]=3)=[N:10]2)=[CH:5][CH:4]=1)#[N:2].S(=O)(=O)(O)[OH:26].